Dataset: Catalyst prediction with 721,799 reactions and 888 catalyst types from USPTO. Task: Predict which catalyst facilitates the given reaction. (1) Reactant: [CH3:1][C:2]1[C:6]([C:7]2[CH:8]=[C:9]3[N:15]([CH:16]([C:18]4[CH:23]=[CH:22][CH:21]=[CH:20][CH:19]=4)[CH3:17])[CH:14]=[C:13]([C:24]4[N:25](C5CCCCO5)[N:26]=[C:27]([C:29]([F:32])([F:31])[F:30])[CH:28]=4)[C:10]3=[N:11][CH:12]=2)=[C:5]([CH3:39])[O:4][N:3]=1.Cl.C(=O)([O-])[O-].[K+].[K+]. Product: [CH3:1][C:2]1[C:6]([C:7]2[CH:8]=[C:9]3[N:15]([CH:16]([C:18]4[CH:23]=[CH:22][CH:21]=[CH:20][CH:19]=4)[CH3:17])[CH:14]=[C:13]([C:24]4[NH:25][N:26]=[C:27]([C:29]([F:31])([F:32])[F:30])[CH:28]=4)[C:10]3=[N:11][CH:12]=2)=[C:5]([CH3:39])[O:4][N:3]=1. The catalyst class is: 12. (2) Reactant: CC.C([Zn]CC)C.[CH:8]1([C:11]#C)[CH2:10][CH2:9]1.C1(C)C=CC=CC=1.[CH2:20]([Li:24])[CH2:21][CH2:22][CH3:23].NC1C=CC(Cl)=CC=1C(=O)C(F)(F)F.[H][H]. Product: [CH3:11][CH2:8][CH2:9][CH3:10].[CH2:20]([Li:24])[CH2:21][CH2:22][CH3:23]. The catalyst class is: 182. (3) Reactant: [CH3:1][O:2][C:3]1[CH:8]=[CH:7][C:6]([O:9][CH3:10])=[CH:5][CH:4]=1.[I:11]I. Product: [I:11][C:7]1[CH:8]=[C:3]([O:2][CH3:1])[CH:4]=[CH:5][C:6]=1[O:9][CH3:10]. The catalyst class is: 10. (4) Reactant: [CH2:1]([C:3]1[C:7]([CH:8]2[CH2:13][CH2:12][N:11]([C:14]([O:16][C:17]([CH3:20])([CH3:19])[CH3:18])=[O:15])[CH2:10][CH2:9]2)=[CH:6][NH:5][N:4]=1)[CH3:2].[H-].[Na+].[CH2:23]([S:25][C:26]1[CH:33]=[CH:32][C:29]([CH2:30]Cl)=[CH:28][CH:27]=1)C. Product: [CH2:1]([C:3]1[C:7]([CH:8]2[CH2:13][CH2:12][N:11]([C:14]([O:16][C:17]([CH3:19])([CH3:18])[CH3:20])=[O:15])[CH2:10][CH2:9]2)=[CH:6][N:5]([CH2:30][C:29]2[CH:32]=[CH:33][C:26]([S:25][CH3:23])=[CH:27][CH:28]=2)[N:4]=1)[CH3:2]. The catalyst class is: 3. (5) Reactant: [CH3:1][O:2][C:3](=[O:17])[C:4]([C:6]1[CH:11]=[CH:10][C:9]([S:12]([CH3:15])(=[O:14])=[O:13])=[C:8]([Cl:16])[CH:7]=1)=O.Cl.[CH2:19]([O:23][NH2:24])[CH:20]([CH3:22])[CH3:21]. Product: [CH3:1][O:2][C:3](=[O:17])/[C:4](/[C:6]1[CH:11]=[CH:10][C:9]([S:12]([CH3:15])(=[O:14])=[O:13])=[C:8]([Cl:16])[CH:7]=1)=[N:24]/[O:23][CH2:19][CH:20]([CH3:22])[CH3:21]. The catalyst class is: 5. (6) Reactant: [Br:1][C:2]1[N:7]=[CH:6][C:5]([C:8](=[O:14])[C:9](OCC)=[O:10])=[CH:4][CH:3]=1.[BH4-].[Na+]. Product: [Br:1][C:2]1[N:7]=[CH:6][C:5]([CH:8]([OH:14])[CH2:9][OH:10])=[CH:4][CH:3]=1. The catalyst class is: 162. (7) Reactant: [C:1]([O:4][C:5]1[C:10]([CH3:11])=[CH:9][C:8]([O:12]C(=O)C)=[CH:7][C:6]=1[C:16]([CH3:19])([CH3:18])[CH3:17])(=[O:3])[CH3:2].S(S([O-])=O)([O-])=O.[Na+].[Na+].[OH-].[Na+].Cl. Product: [C:1]([O:4][C:5]1[C:10]([CH3:11])=[CH:9][C:8]([OH:12])=[CH:7][C:6]=1[C:16]([CH3:19])([CH3:18])[CH3:17])(=[O:3])[CH3:2]. The catalyst class is: 40. (8) Reactant: [Cl-].[CH3:2][Zn+].Cl[C:5]1[N:10]=[C:9]2[N:11](S(C3C=CC=CC=3)(=O)=O)[CH:12]=[CH:13][C:8]2=[CH:7][CH:6]=1. Product: [CH3:2][C:5]1[N:10]=[C:9]2[C:8]([CH:13]=[CH:12][NH:11]2)=[CH:7][CH:6]=1. The catalyst class is: 176. (9) Reactant: [CH3:1][O:2][C:3]([C:5]1[S:6][C:7]([C:33]#[C:34][C:35]([CH3:38])([CH3:37])[CH3:36])=[CH:8][C:9]=1[N:10]([C:24]([C@H:26]1[CH2:31][CH2:30][C@H:29]([CH3:32])[CH2:28][CH2:27]1)=[O:25])[CH:11]1[CH2:16][CH2:15][N:14](C(OC(C)(C)C)=O)[CH2:13][CH2:12]1)=[O:4].FC(F)(F)C(O)=O. Product: [CH3:1][O:2][C:3]([C:5]1[S:6][C:7]([C:33]#[C:34][C:35]([CH3:36])([CH3:38])[CH3:37])=[CH:8][C:9]=1[N:10]([C:24]([C@H:26]1[CH2:27][CH2:28][C@H:29]([CH3:32])[CH2:30][CH2:31]1)=[O:25])[CH:11]1[CH2:12][CH2:13][NH:14][CH2:15][CH2:16]1)=[O:4]. The catalyst class is: 2. (10) Reactant: [C:1]([O:5][C:6]([N:8]1[CH2:13][CH2:12][CH2:11][C@@H:10]([O:14][Si:15]([C:18]([CH3:21])([CH3:20])[CH3:19])([CH3:17])[CH3:16])[C@H:9]1[CH:22]=O)=[O:7])([CH3:4])([CH3:3])[CH3:2].[NH2:24][C:25]1[CH:32]=[CH:31][C:28]([C:29]#[N:30])=[C:27]([Cl:33])[C:26]=1[CH3:34].CC(O)=O.[BH-](OC(C)=O)(OC(C)=O)OC(C)=O.[Na+]. Product: [C:1]([O:5][C:6]([N:8]1[CH2:13][CH2:12][CH2:11][C@@H:10]([O:14][Si:15]([C:18]([CH3:21])([CH3:20])[CH3:19])([CH3:16])[CH3:17])[C@H:9]1[CH2:22][NH:24][C:25]1[CH:32]=[CH:31][C:28]([C:29]#[N:30])=[C:27]([Cl:33])[C:26]=1[CH3:34])=[O:7])([CH3:2])([CH3:3])[CH3:4]. The catalyst class is: 26.